This data is from Forward reaction prediction with 1.9M reactions from USPTO patents (1976-2016). The task is: Predict the product of the given reaction. (1) Given the reactants [C:1]1([CH3:15])[CH:6]=[CH:5][CH:4]=[C:3]([N:7]2[CH:11]=[N:10][C:9]([C:12]([OH:14])=O)=[N:8]2)[CH:2]=1.C(OC([N:23]1[CH2:28][CH2:27][NH:26][C:25]([CH3:30])([CH3:29])[CH2:24]1)=O)(C)(C)C.[F:31][C:32]([F:37])([F:36])[C:33]([OH:35])=[O:34].CC1(C)CNCCN1C(C1N=CN(C2C=CC=CC=2)N=1)=O, predict the reaction product. The product is: [F:31][C:32]([F:37])([F:36])[C:33]([OH:35])=[O:34].[CH3:29][C:25]1([CH3:30])[CH2:24][NH:23][CH2:28][CH2:27][N:26]1[C:12]([C:9]1[N:10]=[CH:11][N:7]([C:3]2[CH:2]=[C:1]([CH3:15])[CH:6]=[CH:5][CH:4]=2)[N:8]=1)=[O:14]. (2) Given the reactants [CH3:1][N:2]1[C:6]([C:7]2[CH:19]=[N:18][C:17]3[C:16]4[CH:15]=[CH:14][C:13]([C:20]([O:22][CH3:23])=[O:21])=[CH:12][C:11]=4[NH:10][C:9]=3[CH:8]=2)=[C:5]([CH3:24])[N:4]=[N:3]1.[C:25]1([C@@H:31]([CH:33]2[CH2:38][CH2:37][O:36][CH2:35][CH2:34]2)O)[CH:30]=[CH:29][CH:28]=[CH:27][CH:26]=1.C1(P(C2C=CC=CC=2)C2C=CC=CC=2)C=CC=CC=1.N(C(OC(C)(C)C)=O)=NC(OC(C)(C)C)=O.C(O)(C(F)(F)F)=O, predict the reaction product. The product is: [CH3:1][N:2]1[C:6]([C:7]2[CH:19]=[N:18][C:17]3[C:16]4[CH:15]=[CH:14][C:13]([C:20]([O:22][CH3:23])=[O:21])=[CH:12][C:11]=4[N:10]([C@H:31]([C:25]4[CH:30]=[CH:29][CH:28]=[CH:27][CH:26]=4)[CH:33]4[CH2:34][CH2:35][O:36][CH2:37][CH2:38]4)[C:9]=3[CH:8]=2)=[C:5]([CH3:24])[N:4]=[N:3]1. (3) Given the reactants C(OC(=O)[NH:7][C@:8]1([C:20](=[O:25])[N:21]([O:23][CH3:24])[CH3:22])[C@@H:10]([C:11]2[CH:16]=[CH:15][CH:14]=[CH:13][CH:12]=2)[C@H:9]1[CH2:17][O:18][CH3:19])(C)(C)C.[ClH:27], predict the reaction product. The product is: [ClH:27].[CH3:24][O:23][N:21]([CH3:22])[C:20]([C@@:8]1([NH2:7])[C@@H:10]([C:11]2[CH:16]=[CH:15][CH:14]=[CH:13][CH:12]=2)[C@H:9]1[CH2:17][O:18][CH3:19])=[O:25]. (4) Given the reactants [Si:1]([O:8][CH2:9][CH2:10][OH:11])([C:4]([CH3:7])([CH3:6])[CH3:5])([CH3:3])[CH3:2].CC1(C)N(O)C(C)(C)CC(O)C1, predict the reaction product. The product is: [Si:1]([O:8][CH2:9][CH:10]=[O:11])([C:4]([CH3:7])([CH3:6])[CH3:5])([CH3:3])[CH3:2]. (5) The product is: [CH3:15][C:11]1([CH3:16])[CH2:10][CH2:9][C:8]2[C:7]([N:17]3[CH2:18][CH2:19][CH2:20][CH2:21]3)=[N:6][C:5]3[S:4][C:3]4[C:22](=[O:23])[NH:24][CH:26]=[N:1][C:2]=4[C:14]=3[C:13]=2[CH2:12]1. Given the reactants [NH2:1][C:2]1[C:14]2[C:13]3[CH2:12][C:11]([CH3:16])([CH3:15])[CH2:10][CH2:9][C:8]=3[C:7]([N:17]3[CH2:21][CH2:20][CH2:19][CH2:18]3)=[N:6][C:5]=2[S:4][C:3]=1[C:22]([NH2:24])=[O:23].O.[C:26]1(C)C=CC(S(O)(=O)=O)=CC=1, predict the reaction product. (6) Given the reactants [CH3:1][C:2]1[CH:10]=[CH:9][C:5](C(O)=O)=[CH:4][N:3]=1.CC[N:13]([CH:17](C)C)C(C)C.C1(P(N=[N+]=[N-])(C2C=CC=CC=2)=[O:27])C=CC=CC=1.[CH2:37]([OH:44])[C:38]1[CH:43]=[CH:42][CH:41]=[CH:40][CH:39]=1, predict the reaction product. The product is: [CH2:37]([O:44][C:17](=[O:27])[NH:13][C:5]1[CH:4]=[N:3][C:2]([CH3:1])=[CH:10][CH:9]=1)[C:38]1[CH:43]=[CH:42][CH:41]=[CH:40][CH:39]=1. (7) Given the reactants [NH2:1][C:2]1[N:10]=[C:9]([NH:11][CH2:12][CH2:13][CH2:14][CH3:15])[N:8]=[C:7]2[C:3]=1[N:4]=[C:5]([OH:26])[N:6]2[CH2:16][C:17]1[CH:22]=[CH:21][C:20]([N+:23]([O-])=O)=[CH:19][CH:18]=1, predict the reaction product. The product is: [NH2:1][C:2]1[N:10]=[C:9]([NH:11][CH2:12][CH2:13][CH2:14][CH3:15])[N:8]=[C:7]2[C:3]=1[N:4]=[C:5]([OH:26])[N:6]2[CH2:16][C:17]1[CH:18]=[CH:19][C:20]([NH2:23])=[CH:21][CH:22]=1. (8) Given the reactants C([O:4][C:5]1[C:6]([S:11][CH2:12][C:13]([O:15][CH3:16])=[O:14])=[N:7][CH:8]=[CH:9][CH:10]=1)(=O)C.C(=O)([O-])[O-].[K+].[K+].CO, predict the reaction product. The product is: [OH:4][C:5]1[C:6]([S:11][CH2:12][C:13]([O:15][CH3:16])=[O:14])=[N:7][CH:8]=[CH:9][CH:10]=1. (9) Given the reactants C(O[C:6]([N:8](C)[CH2:9][C:10](O)=[O:11])=O)(C)(C)C.Cl.CN(C)CCCN=C=NCC.[F:26][C:27]1[CH:32]=[CH:31][CH:30]=[CH:29][C:28]=1[C:33]1[CH:38]=[CH:37][C:36]([O:39][C:40]2[C:54]([CH:55]3[CH2:59][CH2:58][CH2:57][NH:56]3)=[CH:53][C:43]3[NH:44][C:45]([C:47]4[CH:52]=[CH:51][CH:50]=[CH:49][N:48]=4)=[N:46][C:42]=3[CH:41]=2)=[CH:35][CH:34]=1.Cl.O1CCOCC1.C(=O)([O-])[O-].[Na+].[Na+], predict the reaction product. The product is: [F:26][C:27]1[CH:32]=[CH:31][CH:30]=[CH:29][C:28]=1[C:33]1[CH:34]=[CH:35][C:36]([O:39][C:40]2[C:54]([CH:55]3[CH2:59][CH2:58][CH2:57][N:56]3[C:10](=[O:11])[CH2:9][NH:8][CH3:6])=[CH:53][C:43]3[NH:44][C:45]([C:47]4[CH:52]=[CH:51][CH:50]=[CH:49][N:48]=4)=[N:46][C:42]=3[CH:41]=2)=[CH:37][CH:38]=1. (10) Given the reactants Cl.Cl.[N:3]1[CH:8]=[CH:7][CH:6]=[CH:5][C:4]=1[C:9]1([NH2:12])[CH2:11][CH2:10]1.CN(C(ON1N=NC2C=CC=NC1=2)=[N+](C)C)C.F[P-](F)(F)(F)(F)F.CCN(C(C)C)C(C)C.[F:46][C:47]1[CH:52]=[CH:51][C:50]([C:53]2[O:54][C:55]3[CH:65]=[C:64]([N:66]([CH2:71][CH2:72][OH:73])[S:67]([CH3:70])(=[O:69])=[O:68])[C:63]([C:74]4[CH:75]=[C:76]([CH:80]=[CH:81][CH:82]=4)[C:77](O)=[O:78])=[CH:62][C:56]=3[C:57]=2[C:58](=[O:61])[NH:59][CH3:60])=[CH:49][CH:48]=1, predict the reaction product. The product is: [F:46][C:47]1[CH:52]=[CH:51][C:50]([C:53]2[O:54][C:55]3[CH:65]=[C:64]([N:66]([CH2:71][CH2:72][OH:73])[S:67]([CH3:70])(=[O:69])=[O:68])[C:63]([C:74]4[CH:82]=[CH:81][CH:80]=[C:76]([C:77](=[O:78])[NH:12][C:9]5([C:4]6[CH:5]=[CH:6][CH:7]=[CH:8][N:3]=6)[CH2:11][CH2:10]5)[CH:75]=4)=[CH:62][C:56]=3[C:57]=2[C:58]([NH:59][CH3:60])=[O:61])=[CH:49][CH:48]=1.